Dataset: Full USPTO retrosynthesis dataset with 1.9M reactions from patents (1976-2016). Task: Predict the reactants needed to synthesize the given product. (1) Given the product [C:9]([C:3]1[C:4](=[O:7])[O:5][CH2:6][C:2]=1[OH:1])([CH3:11])([CH3:10])[CH3:8], predict the reactants needed to synthesize it. The reactants are: [OH:1][C:2]1[CH2:6][O:5][C:4](=[O:7])[CH:3]=1.[CH3:8][C:9](O)([CH3:11])[CH3:10].S(=O)(=O)(O)O. (2) Given the product [C:1]([O:5][C:6]([N:8]1[CH2:13][CH2:12][N:11]([C:14]2[CH:15]=[N:16][C:17]([NH2:20])=[CH:18][CH:19]=2)[CH2:10][CH2:9]1)=[O:7])([CH3:4])([CH3:2])[CH3:3], predict the reactants needed to synthesize it. The reactants are: [C:1]([O:5][C:6]([N:8]1[CH2:13][CH2:12][N:11]([C:14]2[CH:15]=[N:16][C:17]([N+:20]([O-])=O)=[CH:18][CH:19]=2)[CH2:10][CH2:9]1)=[O:7])([CH3:4])([CH3:3])[CH3:2].C1CCCCC1. (3) Given the product [F:19][C:12]1[CH:13]=[CH:14][CH:15]=[C:16]([CH2:17][OH:18])[C:11]=1[N:9]1[CH:10]=[C:6]([C:4]([O:3][CH2:1][CH3:2])=[O:5])[C:7]([CH3:20])=[N:8]1, predict the reactants needed to synthesize it. The reactants are: [CH2:1]([O:3][C:4]([C:6]1[C:7]([CH3:20])=[N:8][N:9]([C:11]2[C:16]([CH:17]=[O:18])=[CH:15][CH:14]=[CH:13][C:12]=2[F:19])[CH:10]=1)=[O:5])[CH3:2].[BH4-].[Na+]. (4) Given the product [Br:33][C:8]1[CH:7]=[CH:6][C:5]2[N:4]=[CH:3][C:2]3[NH:1][C:38](=[O:39])[CH2:37][N:12]([C:13]4[CH:18]=[CH:17][C:16]([N:19]5[CH2:20][CH2:21][CH:22]([C:25]([O:27][CH3:28])=[O:26])[CH2:23][CH2:24]5)=[C:15]([C:29]([F:31])([F:30])[F:32])[CH:14]=4)[C:11]=3[C:10]=2[CH:9]=1, predict the reactants needed to synthesize it. The reactants are: [NH2:1][C:2]1[CH:3]=[N:4][C:5]2[C:10]([C:11]=1[NH:12][C:13]1[CH:18]=[CH:17][C:16]([N:19]3[CH2:24][CH2:23][CH:22]([C:25]([O:27][CH3:28])=[O:26])[CH2:21][CH2:20]3)=[C:15]([C:29]([F:32])([F:31])[F:30])[CH:14]=1)=[CH:9][C:8]([Br:33])=[CH:7][CH:6]=2.[H-].[Na+].Br[CH2:37][C:38](OC(C)(C)C)=[O:39]. (5) Given the product [ClH:23].[NH2:1][C:2]1[C:11]2[C:6](=[CH:7][CH:8]=[CH:9][C:10]=2[O:12][CH2:13][CH:14]2[CH2:18][CH2:17][CH2:16][CH2:15]2)[N:5]=[C:4]([CH3:19])[C:3]=1[C:20]([OH:22])=[O:21], predict the reactants needed to synthesize it. The reactants are: [NH2:1][C:2]1[C:11]2[C:6](=[CH:7][CH:8]=[CH:9][C:10]=2[O:12][CH2:13][CH:14]2[CH2:18][CH2:17][CH2:16][CH2:15]2)[N:5]=[C:4]([CH3:19])[C:3]=1[C:20]([OH:22])=[O:21].[ClH:23]. (6) The reactants are: [CH2:1]([O:3][C:4]([C:6]1[CH:7]=[N:8][C:9]2[C:14]([C:15]=1O)=[CH:13][C:12]([C:17]1([C:22]3[CH:27]=[CH:26][C:25]([Cl:28])=[CH:24][CH:23]=3)[O:21][CH2:20][CH2:19][O:18]1)=[CH:11][CH:10]=2)=[O:5])[CH3:2].P(Cl)(Cl)([Cl:31])=O. Given the product [CH2:1]([O:3][C:4]([C:6]1[CH:7]=[N:8][C:9]2[C:14]([C:15]=1[Cl:31])=[CH:13][C:12]([C:17]1([C:22]3[CH:23]=[CH:24][C:25]([Cl:28])=[CH:26][CH:27]=3)[O:18][CH2:19][CH2:20][O:21]1)=[CH:11][CH:10]=2)=[O:5])[CH3:2], predict the reactants needed to synthesize it.